This data is from Forward reaction prediction with 1.9M reactions from USPTO patents (1976-2016). The task is: Predict the product of the given reaction. (1) Given the reactants C([O:8][CH2:9][CH2:10][CH2:11][N:12]1[C:20]2[C:15](=[CH:16][CH:17]=[CH:18][CH:19]=2)[C:14]2([C:32]3[C:23](=[CH:24][C:25]4[O:30][CH2:29][CH2:28][O:27][C:26]=4[CH:31]=3)[O:22][CH2:21]2)[C:13]1=[O:33])C1C=CC=CC=1.C(OC1C=CC(CN2C3C(=CC=CC=3)C3(COC4C=C5C(=CC3=4)CCO5)C2=O)=CC=1)C1C=CC=CC=1, predict the reaction product. The product is: [OH:8][CH2:9][CH2:10][CH2:11][N:12]1[C:20]2[C:15](=[CH:16][CH:17]=[CH:18][CH:19]=2)[C:14]2([C:32]3[C:23](=[CH:24][C:25]4[O:30][CH2:29][CH2:28][O:27][C:26]=4[CH:31]=3)[O:22][CH2:21]2)[C:13]1=[O:33]. (2) Given the reactants [NH2:1][C:2]1[CH:7]=[CH:6][C:5]([S:8][C:9]2[C:18]3[C:13](=[CH:14][CH:15]=[CH:16][CH:17]=3)[NH:12]/[C:11](=[C:19]3/[C:20]([CH2:25][CH2:26][CH3:27])=[N:21][NH:22][C:23]/3=[O:24])/[CH:10]=2)=[CH:4][CH:3]=1.[O:28]1[CH:32]=[CH:31][CH:30]=[C:29]1[C:33](Cl)=[O:34], predict the reaction product. The product is: [O:24]=[C:23]1[NH:22][N:21]=[C:20]([CH2:25][CH2:26][CH3:27])/[C:19]/1=[C:11]1/[NH:12][C:13]2[C:18]([C:9]([S:8][C:5]3[CH:4]=[CH:3][C:2]([NH:1][C:33]([C:29]4[O:28][CH:32]=[CH:31][CH:30]=4)=[O:34])=[CH:7][CH:6]=3)=[CH:10]/1)=[CH:17][CH:16]=[CH:15][CH:14]=2. (3) Given the reactants [F:1][C:2]([F:28])([C:22]1[CH:27]=[CH:26][CH:25]=[CH:24][CH:23]=1)[CH2:3][O:4][CH2:5][CH2:6][CH2:7][CH2:8][CH2:9][CH2:10][N:11]1C(=O)C2C(=CC=CC=2)C1=O.O.NN, predict the reaction product. The product is: [F:1][C:2]([F:28])([C:22]1[CH:23]=[CH:24][CH:25]=[CH:26][CH:27]=1)[CH2:3][O:4][CH2:5][CH2:6][CH2:7][CH2:8][CH2:9][CH2:10][NH2:11]. (4) The product is: [CH3:32][C:30]1[CH:29]=[C:4]([CH:3]=[C:2]([CH3:1])[CH:31]=1)[O:5][C:6]1[CH:11]=[CH:10][C:9]([O:12][CH3:35])=[CH:8][C:7]=1[S:13]([N:16]1[CH2:17][CH2:18][N:19]([C:22]([O:24][C:25]([CH3:28])([CH3:27])[CH3:26])=[O:23])[CH2:20][CH2:21]1)(=[O:15])=[O:14]. Given the reactants [CH3:1][C:2]1[CH:3]=[C:4]([CH:29]=[C:30]([CH3:32])[CH:31]=1)[O:5][C:6]1[CH:11]=[CH:10][C:9]([OH:12])=[CH:8][C:7]=1[S:13]([N:16]1[CH2:21][CH2:20][N:19]([C:22]([O:24][C:25]([CH3:28])([CH3:27])[CH3:26])=[O:23])[CH2:18][CH2:17]1)(=[O:15])=[O:14].CI.[C:35]([O-])([O-])=O.[K+].[K+], predict the reaction product. (5) Given the reactants [N:1]([CH2:4][CH2:5][O:6][CH2:7][CH2:8][O:9][CH2:10][CH2:11][O:12][CH2:13][CH2:14][NH:15][C:16](=[O:22])[O:17][C:18]([CH3:21])([CH3:20])[CH3:19])=[N+:2]=[N-:3].[Cl:23][CH2:24][CH2:25][CH2:26][CH2:27][CH2:28][CH2:29][O:30][CH2:31][CH2:32][O:33][CH2:34][CH2:35][NH:36][C:37](=[O:55])[CH2:38][O:39][CH2:40][CH2:41][O:42][CH2:43][CH2:44][O:45][CH2:46][CH2:47][NH:48][C:49](=[O:54])[CH2:50][CH2:51][C:52]#[CH:53], predict the reaction product. The product is: [Cl:23][CH2:24][CH2:25][CH2:26][CH2:27][CH2:28][CH2:29][O:30][CH2:31][CH2:32][O:33][CH2:34][CH2:35][NH:36][C:37](=[O:55])[CH2:38][O:39][CH2:40][CH2:41][O:42][CH2:43][CH2:44][O:45][CH2:46][CH2:47][NH:48][C:49](=[O:54])[CH2:50][CH2:51][C:52]1[N:3]=[N:2][N:1]([CH2:4][CH2:5][O:6][CH2:7][CH2:8][O:9][CH2:10][CH2:11][O:12][CH2:13][CH2:14][NH:15][C:16](=[O:22])[O:17][C:18]([CH3:19])([CH3:21])[CH3:20])[CH:53]=1. (6) Given the reactants [OH:1][CH:2]([C:7]1[CH:15]=[CH:14][CH:13]=[CH:12][C:8]=1[C:9]([O-:11])=[O:10])[CH2:3][CH2:4][CH2:5][CH3:6].[Na].[K], predict the reaction product. The product is: [OH:1][CH:2]([C:7]1[CH:15]=[CH:14][CH:13]=[CH:12][C:8]=1[C:9]([OH:11])=[O:10])[CH2:3][CH2:4][CH2:5][CH3:6]. (7) Given the reactants [CH2:1]([O:8][C:9]([N:11]1[CH2:16][CH2:15][CH:14]([C:17]([OH:19])=O)[CH2:13][CH:12]1[C:20]1[N:24]([CH3:25])[N:23]=[N:22][N:21]=1)=[O:10])[C:2]1[CH:7]=[CH:6][CH:5]=[CH:4][CH:3]=1.N1(C(N2C=CN=C2)=O)C=CN=C1.[CH2:38]([O:40][C:41](=[O:46])[CH2:42]C([O-])=O)[CH3:39].[K+].[Cl-].[Mg+2].[Cl-], predict the reaction product. The product is: [CH2:38]([O:40][C:41](=[O:46])[CH2:42][C:17]([C@H:14]1[CH2:15][CH2:16][N:11]([C:9]([O:8][CH2:1][C:2]2[CH:7]=[CH:6][CH:5]=[CH:4][CH:3]=2)=[O:10])[C@@H:12]([C:20]2[N:24]([CH3:25])[N:23]=[N:22][N:21]=2)[CH2:13]1)=[O:19])[CH3:39].